The task is: Predict which catalyst facilitates the given reaction.. This data is from Catalyst prediction with 721,799 reactions and 888 catalyst types from USPTO. (1) Reactant: [F:1][C:2]([F:41])([F:40])[C:3]1[CH:4]=[C:5]([CH:33]=[C:34]([C:36]([F:39])([F:38])[F:37])[CH:35]=1)[C:6]([N:8]1[CH2:13][CH2:12][CH:11]([N:14]2[CH2:19][CH2:18][N:17]([C:20](=O)C(F)(F)F)[CH2:16][CH2:15]2)[CH:10]([C:26]2[CH:31]=[CH:30][C:29]([Cl:32])=[CH:28][CH:27]=2)[CH2:9]1)=[O:7].C=O. Product: [F:39][C:36]([F:37])([F:38])[C:34]1[CH:33]=[C:5]([C:6]([N:8]2[CH2:13][CH2:12][CH:11]([N:14]3[CH2:19][CH2:18][N:17]([CH3:20])[CH2:16][CH2:15]3)[CH:10]([C:26]3[CH:27]=[CH:28][C:29]([Cl:32])=[CH:30][CH:31]=3)[CH2:9]2)=[O:7])[CH:4]=[C:3]([C:2]([F:40])([F:1])[F:41])[CH:35]=1. The catalyst class is: 22. (2) Reactant: [CH3:1][C:2]1[CH:3]=[CH:4][C:5]([NH2:8])=[N:6][CH:7]=1.[Br:9][CH2:10][C:11]([C:13]1[CH:18]=[CH:17][C:16]([CH3:19])=[CH:15][CH:14]=1)=O.CC(C)=O. Product: [Br-:9].[CH3:1][C:2]1[CH:3]=[CH:4][C:5]2[NH:8][C:11]([C:13]3[CH:18]=[CH:17][C:16]([CH3:19])=[CH:15][CH:14]=3)=[CH:10][N+:6]=2[CH:7]=1. The catalyst class is: 8. (3) Reactant: [C:1]1([C:7]2[N:11]=[C:10]([N:12]3[CH2:17][CH2:16][NH:15][CH2:14][CH2:13]3)[S:9][N:8]=2)[CH:6]=[CH:5][CH:4]=[CH:3][CH:2]=1.C(N(CC)CC)C.[S:25]1[CH:29]=[CH:28][CH:27]=[C:26]1[N:30]=[C:31]=[O:32]. Product: [C:1]1([C:7]2[N:11]=[C:10]([N:12]3[CH2:17][CH2:16][N:15]([C:31]([NH:30][C:26]4[S:25][CH:29]=[CH:28][CH:27]=4)=[O:32])[CH2:14][CH2:13]3)[S:9][N:8]=2)[CH:2]=[CH:3][CH:4]=[CH:5][CH:6]=1. The catalyst class is: 7. (4) Reactant: [CH3:1][N:2]([CH3:10])[S:3]([CH2:6][CH2:7][CH2:8]Cl)(=[O:5])=[O:4].[CH3:11][NH:12][CH3:13].C(=O)([O-])[O-].[K+].[K+].[I-].[K+]. Product: [CH3:1][N:2]([CH3:10])[S:3]([CH2:6][CH2:7][CH2:8][N:12]([CH3:13])[CH3:11])(=[O:5])=[O:4]. The catalyst class is: 144. (5) Reactant: [CH2:1]([N:8]1[CH:19]=[CH:18][C:11]2[N:12]=[C:13]([S:16][CH3:17])[N:14]=[CH:15][C:10]=2[C:9]1=[O:20])[C:2]1[CH:7]=[CH:6][CH:5]=[CH:4][CH:3]=1.[Br:21]Br. Product: [CH2:1]([N:8]1[CH:19]=[C:18]([Br:21])[C:11]2[N:12]=[C:13]([S:16][CH3:17])[N:14]=[CH:15][C:10]=2[C:9]1=[O:20])[C:2]1[CH:7]=[CH:6][CH:5]=[CH:4][CH:3]=1. The catalyst class is: 15.